From a dataset of Forward reaction prediction with 1.9M reactions from USPTO patents (1976-2016). Predict the product of the given reaction. (1) Given the reactants [H-].[Na+].[NH2:3][C:4]1[CH:9]=[CH:8][CH:7]=[C:6]([CH3:10])[CH:5]=1.[Cl:11][C:12]1[CH:17]=[CH:16][CH:15]=[C:14](Cl)[C:13]=1[N+:19]([O-:21])=[O:20].Cl, predict the reaction product. The product is: [Cl:11][C:12]1[C:13]([N+:19]([O-:21])=[O:20])=[C:14]([CH:15]=[CH:16][CH:17]=1)[NH:3][C:4]1[CH:9]=[CH:8][CH:7]=[C:6]([CH3:10])[CH:5]=1. (2) Given the reactants C([Si:3]([O:14][C:15]([CH3:18])([CH3:17])[CH3:16])([O:9][C:10]([CH3:13])([CH3:12])[CH3:11])[O:4][C:5]([CH3:8])([CH3:7])[CH3:6])=C, predict the reaction product. The product is: [C:15]([O:14][SiH:3]([O:9][C:10]([CH3:13])([CH3:12])[CH3:11])[O:4][C:5]([CH3:8])([CH3:7])[CH3:6])([CH3:18])([CH3:17])[CH3:16]. (3) Given the reactants [CH3:1][C:2]1[CH:7]=[CH:6][C:5]([S:8]([NH:11][CH2:12][C:13]2([C:19]([OH:21])=[O:20])[CH2:18][CH2:17][O:16][CH2:15][CH2:14]2)(=[O:10])=[O:9])=[CH:4][CH:3]=1.[OH-].[Na+].I[CH3:25], predict the reaction product. The product is: [CH3:25][N:11]([CH2:12][C:13]1([C:19]([OH:21])=[O:20])[CH2:14][CH2:15][O:16][CH2:17][CH2:18]1)[S:8]([C:5]1[CH:4]=[CH:3][C:2]([CH3:1])=[CH:7][CH:6]=1)(=[O:9])=[O:10]. (4) Given the reactants [CH3:1][C:2]1[C:7]([CH2:8][OH:9])=[CH:6][CH:5]=[CH:4][N:3]=1.CC(OI1(OC(C)=O)(OC(C)=O)OC(=O)C2C=CC=CC1=2)=O, predict the reaction product. The product is: [CH3:1][C:2]1[N:3]=[CH:4][CH:5]=[CH:6][C:7]=1[CH:8]=[O:9]. (5) Given the reactants Cl.[NH2:2][C:3]([NH2:5])=[NH:4].C[O-].[Na+].C([O:11][C:12](=O)/[CH:13]=[C:14](/[C:16]1[CH:21]=[CH:20][CH:19]=[C:18]([Br:22])[CH:17]=1)\[CH3:15])C.C(#N)C.O.C(O)(C(F)(F)F)=O, predict the reaction product. The product is: [NH2:4][C:3]1[NH:5][C:12](=[O:11])[CH2:13][C:14]([C:16]2[CH:21]=[CH:20][CH:19]=[C:18]([Br:22])[CH:17]=2)([CH3:15])[N:2]=1.